This data is from Full USPTO retrosynthesis dataset with 1.9M reactions from patents (1976-2016). The task is: Predict the reactants needed to synthesize the given product. (1) Given the product [CH2:47]([N:44]1[CH2:43][CH2:42][N:41]([C:33]2[C:34]3[C:39](=[CH:38][CH:37]=[CH:36][CH:35]=3)[CH:40]=[C:31]([C:14]3[CH:13]=[CH:12][C:11]([C@H:8]4[CH2:7][CH2:6][C@H:5]([O:4][C:1](=[O:3])[CH3:2])[CH2:10][CH2:9]4)=[CH:16][CH:15]=3)[N:32]=2)[CH2:46][CH2:45]1)[CH3:48], predict the reactants needed to synthesize it. The reactants are: [C:1]([O:4][C@H:5]1[CH2:10][CH2:9][C@H:8]([C:11]2[CH:16]=[CH:15][CH:14]=[CH:13][C:12]=2[Sn](CCCC)(CCCC)CCCC)[CH2:7][CH2:6]1)(=[O:3])[CH3:2].Br[C:31]1[N:32]=[C:33]([N:41]2[CH2:46][CH2:45][N:44]([CH2:47][CH3:48])[CH2:43][CH2:42]2)[C:34]2[C:39]([CH:40]=1)=[CH:38][CH:37]=[CH:36][CH:35]=2. (2) The reactants are: [N+:1]([C:4]1[CH:13]=[CH:12][CH:11]=[C:10]2[C:5]=1[CH:6]=[N:7][N:8]=[CH:9]2)([O-])=O.Cl[Sn]Cl.[OH-].[Na+]. Given the product [CH:9]1[C:10]2[C:5](=[C:4]([NH2:1])[CH:13]=[CH:12][CH:11]=2)[CH:6]=[N:7][N:8]=1, predict the reactants needed to synthesize it. (3) The reactants are: Br[C:2]1[C:10]2[C:5](=[N:6][CH:7]=[CH:8][CH:9]=2)[NH:4][CH:3]=1.[C:11](=[O:14])([O-])[O-].[K+].[K+].[C:17]1(S(Cl)(=O)=O)[CH:22]=[CH:21][CH:20]=[CH:19][CH:18]=1.C[C:28](C)=[O:29]. Given the product [CH3:28][O:29][C:17]1[CH:18]=[C:19]([C:2]2[C:10]3[C:5](=[N:6][CH:7]=[CH:8][CH:9]=3)[NH:4][CH:3]=2)[CH:20]=[CH:21][C:22]=1[O:14][CH3:11], predict the reactants needed to synthesize it. (4) Given the product [NH2:1][C:2]1[N:3]=[CH:4][C:5]([C:9]2[CH:14]=[CH:13][C:12]([S:15]([N:18]([CH:20]3[CH2:22][CH2:21]3)[CH3:19])(=[O:17])=[O:16])=[CH:11][CH:10]=2)=[N:6][C:7]=1[C:31]1[CH:32]=[C:33]2[C:38](=[CH:39][CH:40]=1)[C:37](=[O:41])[NH:36][CH2:35][CH2:34]2, predict the reactants needed to synthesize it. The reactants are: [NH2:1][C:2]1[N:3]=[CH:4][C:5]([C:9]2[CH:14]=[CH:13][C:12]([S:15]([N:18]([CH:20]3[CH2:22][CH2:21]3)[CH3:19])(=[O:17])=[O:16])=[CH:11][CH:10]=2)=[N:6][C:7]=1Br.CC1(C)C(C)(C)OB([C:31]2[CH:32]=[C:33]3[C:38](=[CH:39][CH:40]=2)[C:37](=[O:41])[NH:36][CH2:35][CH2:34]3)O1. (5) Given the product [F:39][C:40]1[CH:47]=[CH:46][C:43](/[CH:44]=[CH:8]\[CH2:7][CH2:6][C:5]([OH:28])=[O:4])=[CH:42][CH:41]=1, predict the reactants needed to synthesize it. The reactants are: [Br-].C([O:4][C:5](=[O:28])[CH2:6][CH2:7][CH2:8][P+](C1C=CC=CC=1)(C1C=CC=CC=1)C1C=CC=CC=1)C.C[Si](C)(C)[N-][Si](C)(C)C.[Na+].[F:39][C:40]1[CH:47]=[CH:46][C:43]([CH:44]=O)=[CH:42][CH:41]=1.[OH-].[Na+]. (6) The reactants are: I[C:2]1[C:10]2[C:5](=[N:6][CH:7]=[C:8]([C:11]3[CH:16]=[C:15]([O:17][CH3:18])[C:14]([O:19][CH3:20])=[C:13]([O:21][CH3:22])[CH:12]=3)[N:9]=2)[N:4]([Si](C(C)C)(C(C)C)C(C)C)[CH:3]=1.CCCCCC.[C:39]([O:43][C:44]([N:46]1[CH2:50][CH2:49][CH:48]([C:51](=[O:56])N(OC)C)[CH2:47]1)=[O:45])([CH3:42])([CH3:41])[CH3:40]. Given the product [C:39]([O:43][C:44]([N:46]1[CH2:50][CH2:49][CH:48]([C:51]([C:2]2[C:10]3[C:5](=[N:6][CH:7]=[C:8]([C:11]4[CH:16]=[C:15]([O:17][CH3:18])[C:14]([O:19][CH3:20])=[C:13]([O:21][CH3:22])[CH:12]=4)[N:9]=3)[NH:4][CH:3]=2)=[O:56])[CH2:47]1)=[O:45])([CH3:42])([CH3:41])[CH3:40], predict the reactants needed to synthesize it.